From a dataset of Peptide-MHC class I binding affinity with 185,985 pairs from IEDB/IMGT. Regression. Given a peptide amino acid sequence and an MHC pseudo amino acid sequence, predict their binding affinity value. This is MHC class I binding data. The peptide sequence is PIPVGNIYRRW. The MHC is Mamu-A02 with pseudo-sequence Mamu-A02. The binding affinity (normalized) is 0.414.